Dataset: Peptide-MHC class II binding affinity with 134,281 pairs from IEDB. Task: Regression. Given a peptide amino acid sequence and an MHC pseudo amino acid sequence, predict their binding affinity value. This is MHC class II binding data. The peptide sequence is DLGCGRGGWCYYAAA. The MHC is HLA-DQA10201-DQB10301 with pseudo-sequence HLA-DQA10201-DQB10301. The binding affinity (normalized) is 0.466.